This data is from Forward reaction prediction with 1.9M reactions from USPTO patents (1976-2016). The task is: Predict the product of the given reaction. Given the reactants Cl.[CH3:2][O:3][C:4]1[CH:13]=[C:12]2[C:7]([CH:8]([NH2:19])[CH2:9][CH:10]([CH:14]3[CH2:18][CH2:17][CH2:16][O:15]3)[O:11]2)=[CH:6][CH:5]=1.[F:20][C:21]1([F:36])[O:25][C:24]2[CH:26]=[CH:27][C:28]([C:30]3([C:33](O)=[O:34])[CH2:32][CH2:31]3)=[CH:29][C:23]=2[O:22]1.CN(C(ON1N=NC2C=CC=NC1=2)=[N+](C)C)C.F[P-](F)(F)(F)(F)F.C(N(CC)CC)C, predict the reaction product. The product is: [F:36][C:21]1([F:20])[O:25][C:24]2[CH:26]=[CH:27][C:28]([C:30]3([C:33]([NH:19][CH:8]4[C:7]5[C:12](=[CH:13][C:4]([O:3][CH3:2])=[CH:5][CH:6]=5)[O:11][CH:10]([CH:14]5[CH2:18][CH2:17][CH2:16][O:15]5)[CH2:9]4)=[O:34])[CH2:31][CH2:32]3)=[CH:29][C:23]=2[O:22]1.